This data is from Forward reaction prediction with 1.9M reactions from USPTO patents (1976-2016). The task is: Predict the product of the given reaction. (1) Given the reactants Br[C:2]1[N:3]([S:7]([N:10]([CH3:12])[CH3:11])(=[O:9])=[O:8])[CH:4]=[CH:5][N:6]=1.[NH:13]1[CH2:18][CH2:17][NH:16][CH2:15][CH2:14]1, predict the reaction product. The product is: [CH3:11][N:10]([CH3:12])[S:7]([N:3]1[CH:4]=[CH:5][N:6]=[C:2]1[N:13]1[CH2:18][CH2:17][NH:16][CH2:15][CH2:14]1)(=[O:9])=[O:8]. (2) Given the reactants C[O:2][C:3]([C:5]1[N:6]([CH2:18][C:19]([O:21]C(C)(C)C)=[O:20])[N:7]=[C:8]([NH:10][C:11]([O:13][C:14]([CH3:17])([CH3:16])[CH3:15])=[O:12])[CH:9]=1)=[O:4].[OH-].[Li+].Cl, predict the reaction product. The product is: [C:14]([O:13][C:11]([NH:10][C:8]1[CH:9]=[C:5]([C:3]([OH:4])=[O:2])[N:6]([CH2:18][C:19]([OH:21])=[O:20])[N:7]=1)=[O:12])([CH3:17])([CH3:15])[CH3:16]. (3) Given the reactants [CH2:1]([O:8][C:9]([N:11]1[CH:16]2[CH2:17][CH2:18][C:13]([C:19]([OH:21])=O)([CH:14]=[CH:15]2)[O:12]1)=[O:10])[C:2]1[CH:7]=[CH:6][CH:5]=[CH:4][CH:3]=1.O[N:23]1C2N=CC=CC=2N=N1.Cl.C(N=C=NCCCN(C)C)C.C(=O)([O-])O.[NH4+], predict the reaction product. The product is: [CH2:1]([O:8][C:9]([N:11]1[CH:16]2[CH2:17][CH2:18][C:13]([C:19](=[O:21])[NH2:23])([CH:14]=[CH:15]2)[O:12]1)=[O:10])[C:2]1[CH:7]=[CH:6][CH:5]=[CH:4][CH:3]=1. (4) Given the reactants [C:1]([O:5][C:6](=[O:28])[C:7]1[CH:12]=[CH:11][C:10]([CH2:13][N:14]([C:17](=[O:27])[CH:18]=[C:19]2[C:23](=O)[O:22]C(C)(C)[O:20]2)[O:15][CH3:16])=[CH:9][CH:8]=1)([CH3:4])([CH3:3])[CH3:2].C=O.CN.ClC1C=C(C=CC=1Cl)[CH2:37][N:38](C)[C:39](C1CN(C)C(=O)C=1O)=O, predict the reaction product. The product is: [C:1]([O:5][C:6](=[O:28])[C:7]1[CH:12]=[CH:11][C:10]([CH2:13][N:14]([C:17]([C:18]2[CH2:37][N:38]([CH3:39])[C:23](=[O:22])[C:19]=2[OH:20])=[O:27])[O:15][CH3:16])=[CH:9][CH:8]=1)([CH3:4])([CH3:2])[CH3:3]. (5) Given the reactants [CH2:1]([N:8]([CH2:19][C:20]1[CH:25]=[CH:24][CH:23]=[CH:22][CH:21]=1)[S:9]([C:12]1[CH:17]=[CH:16][C:15](I)=[CH:14][CH:13]=1)(=[O:11])=[O:10])[C:2]1[CH:7]=[CH:6][CH:5]=[CH:4][CH:3]=1.C1C=CC(P(C2C(C3C(P(C4C=CC=CC=4)C4C=CC=CC=4)=CC=C4C=3C=CC=C4)=C3C(C=CC=C3)=CC=2)C2C=CC=CC=2)=CC=1.C(=O)([O-])[O-].[Cs+].[Cs+].[NH2:78][C:79]1[C:84]([C:85]([C:87]2[C:92]([F:93])=[CH:91][CH:90]=[CH:89][C:88]=2[F:94])=[O:86])=[CH:83][CH:82]=[C:81]([NH2:95])[N:80]=1, predict the reaction product. The product is: [NH2:78][C:79]1[N:80]=[C:81]([NH:95][C:15]2[CH:16]=[CH:17][C:12]([S:9]([N:8]([CH2:19][C:20]3[CH:25]=[CH:24][CH:23]=[CH:22][CH:21]=3)[CH2:1][C:2]3[CH:7]=[CH:6][CH:5]=[CH:4][CH:3]=3)(=[O:11])=[O:10])=[CH:13][CH:14]=2)[CH:82]=[CH:83][C:84]=1[C:85](=[O:86])[C:87]1[C:88]([F:94])=[CH:89][CH:90]=[CH:91][C:92]=1[F:93].